From a dataset of Full USPTO retrosynthesis dataset with 1.9M reactions from patents (1976-2016). Predict the reactants needed to synthesize the given product. (1) The reactants are: [C:1]([C:3]1[CH:11]=[CH:10][C:6]([C:7](O)=[O:8])=[C:5]([CH3:12])[CH:4]=1)#[N:2].Cl.[CH3:14][NH:15][O:16][CH3:17].Cl.CN(C)CCCN=C=NCC.O.ON1C2C=CC=CC=2N=N1. Given the product [C:1]([C:3]1[CH:11]=[CH:10][C:6]([C:7]([N:15]([O:16][CH3:17])[CH3:14])=[O:8])=[C:5]([CH3:12])[CH:4]=1)#[N:2], predict the reactants needed to synthesize it. (2) Given the product [C:8]1([S:18]([OH:21])(=[O:19])=[O:20])[C:17]2[C:12](=[CH:13][CH:14]=[CH:15][CH:16]=2)[CH:11]=[CH:10][CH:9]=1.[CH2:6]=[O:7], predict the reactants needed to synthesize it. The reactants are: S(=O)(=O)(O)O.[CH2:6]=[O:7].[C:8]1([S:18]([OH:21])(=[O:20])=[O:19])[C:17]2[C:12](=[CH:13][CH:14]=[CH:15][CH:16]=2)[CH:11]=[CH:10][CH:9]=1.